The task is: Predict the reactants needed to synthesize the given product.. This data is from Full USPTO retrosynthesis dataset with 1.9M reactions from patents (1976-2016). (1) Given the product [CH2:30]([O:28][C:26]1[CH:25]=[CH:24][C:23]2[N:19]([CH2:18][C:16]3[CH:15]=[CH:14][C:12]4[N:13]=[C:9]([NH:8][C@@H:3]5[CH2:4][CH2:5][CH2:6][CH2:7][C@H:2]5[OH:1])[S:10][C:11]=4[CH:17]=3)[CH:20]=[N:21][C:22]=2[CH:27]=1)[CH3:31], predict the reactants needed to synthesize it. The reactants are: [OH:1][C@@H:2]1[CH2:7][CH2:6][CH2:5][CH2:4][C@H:3]1[NH:8][C:9]1[S:10][C:11]2[CH:17]=[C:16]([CH2:18][N:19]3[C:23]4[CH:24]=[CH:25][C:26]([OH:28])=[CH:27][C:22]=4[N:21]=[CH:20]3)[CH:15]=[CH:14][C:12]=2[N:13]=1.I[CH2:30][CH3:31].C([O-])([O-])=O.[Cs+].[Cs+].O. (2) Given the product [CH3:1][O:2][C:3]1[CH:4]=[CH:5][C:6]([NH:11][C:12]2[C:13]3[N:14]([N:27]=[CH:28][N:29]=3)[CH:15]=[C:16]([C:18]3[CH:19]=[C:20]([CH:24]=[CH:25][CH:26]=3)[C:21]([NH:31][C:32]3[CH:33]=[C:34]4[C:38](=[CH:39][CH:40]=3)[NH:37][C:36](=[O:41])[CH2:35]4)=[O:22])[CH:17]=2)=[N:7][C:8]=1[O:9][CH3:10], predict the reactants needed to synthesize it. The reactants are: [CH3:1][O:2][C:3]1[CH:4]=[CH:5][C:6]([NH:11][C:12]2[C:13]3[N:14]([N:27]=[CH:28][N:29]=3)[CH:15]=[C:16]([C:18]3[CH:19]=[C:20]([CH:24]=[CH:25][CH:26]=3)[C:21]([O-])=[O:22])[CH:17]=2)=[N:7][C:8]=1[O:9][CH3:10].[K+].[NH2:31][C:32]1[CH:33]=[C:34]2[C:38](=[CH:39][CH:40]=1)[NH:37][C:36](=[O:41])[CH2:35]2.CN(C(ON1N=NC2C=CC=NC1=2)=[N+](C)C)C.F[P-](F)(F)(F)(F)F.CCN(C(C)C)C(C)C. (3) Given the product [C:46]([O:50][C:51]([N:53]1[CH2:57][C@H:56]([F:58])[CH2:55][C@@H:54]1[C@@H:59]([OH:60])[C@H:28]([CH2:29][C:30]1[CH:31]=[CH:32][CH:33]=[CH:34][CH:35]=1)[C:27]([N:22]1[C@@H:21]([CH:18]([CH3:20])[CH3:19])[CH2:25][O:24][C:23]1=[O:26])=[O:36])=[O:52])([CH3:49])([CH3:48])[CH3:47], predict the reactants needed to synthesize it. The reactants are: [O-]S(C(F)(F)F)(=O)=O.C([B+]CCCC)CCC.[CH:18]([C@H:21]1[CH2:25][O:24][C:23](=[O:26])[N:22]1[C:27](=[O:36])[CH2:28][CH2:29][C:30]1[CH:35]=[CH:34][CH:33]=[CH:32][CH:31]=1)([CH3:20])[CH3:19].C(N(CC)C(C)C)(C)C.[C:46]([O:50][C:51]([N:53]1[CH2:57][C@H:56]([F:58])[CH2:55][C@@H:54]1[CH:59]=[O:60])=[O:52])([CH3:49])([CH3:48])[CH3:47].P([O-])([O-])([O-])=O. (4) Given the product [OH:27][CH:24]1[C:23]2[C:18](=[CH:19][CH:20]=[CH:21][CH:22]=2)[O:17][C:14]2([CH2:13][CH2:12][N:11]([C:9]([C:8]3[CH:28]=[CH:29][C:5]([O:4][CH:1]([CH3:2])[CH3:3])=[C:6]([O:30][CH3:31])[CH:7]=3)=[O:10])[CH2:16][CH2:15]2)[CH:25]1[CH3:26], predict the reactants needed to synthesize it. The reactants are: [CH:1]([O:4][C:5]1[CH:29]=[CH:28][C:8]([C:9]([N:11]2[CH2:16][CH2:15][C:14]3([CH:25]([CH3:26])[C:24](=[O:27])[C:23]4[C:18](=[CH:19][CH:20]=[CH:21][CH:22]=4)[O:17]3)[CH2:13][CH2:12]2)=[O:10])=[CH:7][C:6]=1[O:30][CH3:31])([CH3:3])[CH3:2].C(OC1C=CC(C(N2CCC3(C(C)(C)C(=O)C4C(=CC=CC=4)O3)CC2)=O)=CC=1OC)(C)C.[BH4-].[Na+]. (5) Given the product [CH2:26]([NH:28][C:29](=[O:30])[C:6]1[CH:7]=[CH:2][CH:3]=[C:4]([C:9]2[N:13]3[C:14]4[N:22]=[C:21]([O:23][CH3:24])[CH:20]=[CH:19][C:15]=4[N:16]=[C:17]([CH3:18])[C:12]3=[C:11]([CH3:25])[N:10]=2)[CH:5]=1)[CH3:27], predict the reactants needed to synthesize it. The reactants are: Cl[C:2]1[CH:3]=[C:4]([C:9]2[N:13]3[C:14]4[N:22]=[C:21]([O:23][CH3:24])[CH:20]=[CH:19][C:15]=4[N:16]=[C:17]([CH3:18])[C:12]3=[C:11]([CH3:25])[N:10]=2)[CH:5]=[C:6](Cl)[CH:7]=1.[CH2:26]([NH:28][C:29](C1C=C(B(O)O)C=CC=1)=[O:30])[CH3:27].C([O-])([O-])=O.[K+].[K+]. (6) Given the product [Br:14][C:15]1[CH:24]=[CH:23][CH:22]=[C:21]2[C:16]=1[CH2:17][CH2:18][N:19]([C:11]([C:9]1[CH:10]=[C:5]3[N:4]=[CH:3][C:2]([Cl:1])=[CH:7][N:6]3[N:8]=1)=[O:13])[CH:20]2[CH3:25], predict the reactants needed to synthesize it. The reactants are: [Cl:1][C:2]1[CH:3]=[N:4][C:5]2[N:6]([N:8]=[C:9]([C:11]([OH:13])=O)[CH:10]=2)[CH:7]=1.[Br:14][C:15]1[CH:24]=[CH:23][CH:22]=[C:21]2[C:16]=1[CH2:17][CH2:18][NH:19][CH:20]2[CH3:25].